Dataset: Forward reaction prediction with 1.9M reactions from USPTO patents (1976-2016). Task: Predict the product of the given reaction. (1) The product is: [F:14][C:15]([F:32])([F:33])[O:16][C:17]1[CH:18]=[C:19]([O:23][C:24]2[CH:25]=[C:26]([CH2:27][NH:28][C:4](=[O:6])[C:3]3[CH:7]=[CH:8][C:9]([CH2:11][O:12][CH3:13])=[N:10][C:2]=3[NH2:1])[CH:29]=[CH:30][CH:31]=2)[CH:20]=[CH:21][CH:22]=1. Given the reactants [NH2:1][C:2]1[N:10]=[C:9]([CH2:11][O:12][CH3:13])[CH:8]=[CH:7][C:3]=1[C:4]([OH:6])=O.[F:14][C:15]([F:33])([F:32])[O:16][C:17]1[CH:18]=[C:19]([O:23][C:24]2[CH:25]=[C:26]([CH:29]=[CH:30][CH:31]=2)[CH2:27][NH2:28])[CH:20]=[CH:21][CH:22]=1.C(N(CC)CC)C.CN([P+](ON1N=NC2C=CC=CC1=2)(N(C)C)N(C)C)C.F[P-](F)(F)(F)(F)F, predict the reaction product. (2) Given the reactants [Cl:1][C:2]1[CH:7]=[C:6]([Cl:8])[CH:5]=[CH:4][C:3]=1B(O)O.Br[C:13]1[CH:22]=[C:21]([O:23][CH3:24])[C:20]2[NH:19][CH2:18][C@@H:17]3[CH2:25][N:26](C(OC(C)(C)C)=O)[CH2:27][C@@H:16]3[C:15]=2[CH:14]=1, predict the reaction product. The product is: [Cl:1][C:2]1[CH:7]=[C:6]([Cl:8])[CH:5]=[CH:4][C:3]=1[C:13]1[CH:22]=[C:21]([O:23][CH3:24])[C:20]2[NH:19][CH2:18][C@@H:17]3[CH2:25][NH:26][CH2:27][C@@H:16]3[C:15]=2[CH:14]=1. (3) The product is: [S:1]1[CH:5]=[CH:4][CH:3]=[C:2]1[CH2:6][NH:7][C:8]([C:10]1[NH:11][C:12]2[C:17]([CH:18]=1)=[CH:16][C:15]([C:21]1[CH:26]=[CH:25][CH:24]=[CH:23][CH:22]=1)=[CH:14][C:13]=2[Cl:20])=[O:9]. Given the reactants [S:1]1[CH:5]=[CH:4][CH:3]=[C:2]1[CH2:6][NH:7][C:8]([C:10]1[NH:11][C:12]2[C:17]([CH:18]=1)=[CH:16][C:15](Br)=[CH:14][C:13]=2[Cl:20])=[O:9].[C:21]1(B(O)O)[CH:26]=[CH:25][CH:24]=[CH:23][CH:22]=1, predict the reaction product. (4) Given the reactants C([Si](C(C)C)(C(C)C)[N:5]1[C:13]2[C:8](=[CH:9][C:10]([N:14]3[CH2:19][CH2:18][N:17](C(OC(C)(C)C)=O)[CH2:16][CH2:15]3)=[CH:11][CH:12]=2)[CH:7]=[CH:6]1)(C)C, predict the reaction product. The product is: [N:14]1([C:10]2[CH:9]=[C:8]3[C:13](=[CH:12][CH:11]=2)[NH:5][CH:6]=[CH:7]3)[CH2:19][CH2:18][NH:17][CH2:16][CH2:15]1. (5) Given the reactants [F:1][C:2]1[CH:3]=[C:4]([N+:9]([O-:11])=[O:10])[CH:5]=[CH:6][C:7]=1F.[C:12](=[O:15])(O)[O-].[Na+], predict the reaction product. The product is: [F:1][C:2]1[CH:3]=[C:4]([N+:9]([O-:11])=[O:10])[CH:5]=[CH:6][C:7]=1[NH:9][C@H:4]([CH2:3][CH3:2])[CH2:12][OH:15]. (6) The product is: [Br:1][C:2]1[C:7]2[S:10][C:9]([NH2:11])=[N:8][C:6]=2[CH:5]=[C:4]([Br:12])[N:3]=1. Given the reactants [Br:1][C:2]1[CH:7]=[C:6]([NH:8][C:9]([NH2:11])=[S:10])[CH:5]=[C:4]([Br:12])[N:3]=1.BrBr, predict the reaction product. (7) Given the reactants [CH3:1][O:2][C:3](=[O:34])[CH:4]([C:9]1[CH:10]=[C:11]([C:23]2[CH:28]=[C:27]([C:29]([F:32])([F:31])[F:30])[CH:26]=[C:25]([F:33])[CH:24]=2)[CH:12]=[C:13](OS(C(F)(F)F)(=O)=O)[CH:14]=1)[CH2:5][CH:6]([CH3:8])[CH3:7].[F:35][C:36]([F:51])([F:50])[C:37]1[CH:38]=[C:39](B(O)O)[CH:40]=[C:41]([C:43]([F:46])([F:45])[F:44])[CH:42]=1, predict the reaction product. The product is: [CH3:1][O:2][C:3](=[O:34])[CH:4]([C:9]1[CH:10]=[C:11]([C:23]2[CH:28]=[C:27]([C:29]([F:30])([F:31])[F:32])[CH:26]=[C:25]([F:33])[CH:24]=2)[CH:12]=[C:13]([C:39]2[CH:38]=[C:37]([C:36]([F:51])([F:50])[F:35])[CH:42]=[C:41]([C:43]([F:46])([F:45])[F:44])[CH:40]=2)[CH:14]=1)[CH2:5][CH:6]([CH3:8])[CH3:7].